From a dataset of Reaction yield outcomes from USPTO patents with 853,638 reactions. Predict the reaction yield, written as a fraction of the theoretical maximum amount of product (1.0 means a 100% yield; for example, 0.34 means a 34% yield). (1) The catalyst is CO.[Ni]. The yield is 0.990. The reactants are [N+:1]([C:4]1[CH:5]=[C:6]2[C:11](=[CH:12][CH:13]=1)[N:10]=[CH:9][CH:8]=[N:7]2)([O-])=O.O.NN. The product is [N:10]1[C:11]2[C:6](=[CH:5][C:4]([NH2:1])=[CH:13][CH:12]=2)[N:7]=[CH:8][CH:9]=1. (2) The reactants are ClC(Cl)(Cl)[C:3]([C:5]1[C:13]2[C:8](=[CH:9][C:10]([Cl:23])=[C:11]([C:14]3[CH:19]=[CH:18][C:17]([O:20][CH2:21][CH3:22])=[CH:16][CH:15]=3)[CH:12]=2)[NH:7][CH:6]=1)=[O:4].[OH-:26].[K+]. The catalyst is COCCOC. The product is [Cl:23][C:10]1[CH:9]=[C:8]2[C:13]([C:5]([C:3]([OH:26])=[O:4])=[CH:6][NH:7]2)=[CH:12][C:11]=1[C:14]1[CH:15]=[CH:16][C:17]([O:20][CH2:21][CH3:22])=[CH:18][CH:19]=1. The yield is 0.700.